Dataset: Reaction yield outcomes from USPTO patents with 853,638 reactions. Task: Predict the reaction yield, written as a fraction of the theoretical maximum amount of product (1.0 means a 100% yield; for example, 0.34 means a 34% yield). (1) The reactants are [O:1]=[C:2]1[CH2:10][C:9]2[C:4](=[CH:5][C:6]([C:11]([C:13]3[CH:14]=[C:15]([NH:19][C:20]([C:22]4[CH:23]=[N:24][N:25]([CH3:28])[C:26]=4[Cl:27])=[O:21])[CH:16]=[CH:17][CH:18]=3)=[O:12])=[CH:7][CH:8]=2)[NH:3]1.[CH:29](OCC)=[O:30].[O-]CC.[Na+].Cl. The catalyst is C(O)C. The product is [OH:30][CH:29]=[C:10]1[C:9]2[C:4](=[CH:5][C:6]([C:11]([C:13]3[CH:14]=[C:15]([NH:19][C:20]([C:22]4[CH:23]=[N:24][N:25]([CH3:28])[C:26]=4[Cl:27])=[O:21])[CH:16]=[CH:17][CH:18]=3)=[O:12])=[CH:7][CH:8]=2)[NH:3][C:2]1=[O:1]. The yield is 0.650. (2) The reactants are [F:1][C:2]1[CH:7]=[CH:6][C:5]([C:8]2[N:9]=[N:10][N:11]([CH2:13][Si](C)(C)C)[CH:12]=2)=[CH:4][CH:3]=1.O.[F-].C([N+](CCCC)(CCCC)CCCC)CCC. The catalyst is C1COCC1. The product is [F:1][C:2]1[CH:3]=[CH:4][C:5]([C:8]2[N:9]=[N:10][N:11]([CH3:13])[CH:12]=2)=[CH:6][CH:7]=1. The yield is 0.980. (3) The reactants are [NH2:1][C:2]1[CH:7]=[CH:6][C:5]([CH:8]([CH2:18][CH:19]2[CH2:23][CH2:22][CH2:21][CH2:20]2)[C:9]([NH:11][C:12]2[CH:17]=[CH:16][CH:15]=[CH:14][N:13]=2)=[O:10])=[CH:4][CH:3]=1.C(N(CC)C(C)C)(C)C.Cl.[C:34](Cl)(=[O:41])[C:35]1[CH:40]=[CH:39][CH:38]=[N:37][CH:36]=1. The catalyst is O1CCCC1. The product is [CH:19]1([CH2:18][CH:8]([C:5]2[CH:4]=[CH:3][C:2]([NH:1][C:34](=[O:41])[C:35]3[CH:40]=[CH:39][CH:38]=[N:37][CH:36]=3)=[CH:7][CH:6]=2)[C:9](=[O:10])[NH:11][C:12]2[CH:17]=[CH:16][CH:15]=[CH:14][N:13]=2)[CH2:23][CH2:22][CH2:21][CH2:20]1. The yield is 0.217. (4) The reactants are [Cl:1][C:2]1[C:30]([Cl:31])=[CH:29][CH:28]=[CH:27][C:3]=1[CH2:4][N:5]1[C:9]2[CH:10]=[C:11]([N:18]3[CH2:23][CH2:22][O:21][CH2:20][CH2:19]3)[CH:12]=[C:13]([C:14]([O:16]C)=[O:15])[C:8]=2[N:7]=[C:6]1[CH:24]([F:26])[F:25].[Li+].[OH-]. The catalyst is C1COCC1. The product is [Cl:1][C:2]1[C:30]([Cl:31])=[CH:29][CH:28]=[CH:27][C:3]=1[CH2:4][N:5]1[C:9]2[CH:10]=[C:11]([N:18]3[CH2:23][CH2:22][O:21][CH2:20][CH2:19]3)[CH:12]=[C:13]([C:14]([OH:16])=[O:15])[C:8]=2[N:7]=[C:6]1[CH:24]([F:25])[F:26]. The yield is 0.460. (5) The reactants are [C:1]([O:5][C:6]([N:8]([C:16]1[C:20]2[CH:21]=[C:22]([Cl:26])[C:23]([CH3:25])=[CH:24][C:19]=2[O:18][N:17]=1)[C:9](=[O:15])[O:10][C:11]([CH3:14])([CH3:13])[CH3:12])=[O:7])([CH3:4])([CH3:3])[CH3:2].[Br:27]N1C(=O)CCC1=O.CC(N=NC(C#N)(C)C)(C#N)C. The catalyst is C(Cl)(Cl)(Cl)Cl. The product is [Br:27][CH2:25][C:23]1[C:22]([Cl:26])=[CH:21][C:20]2[C:16]([N:8]([C:9]([O:10][C:11]([CH3:14])([CH3:13])[CH3:12])=[O:15])[C:6](=[O:7])[O:5][C:1]([CH3:2])([CH3:3])[CH3:4])=[N:17][O:18][C:19]=2[CH:24]=1. The yield is 0.840. (6) The reactants are [S:1]([N:11]1[C:15]2=[N:16][CH:17]=[C:18]([CH:20]=O)[N:19]=[C:14]2[CH:13]=[CH:12]1)([C:4]1[CH:10]=[CH:9][C:7]([CH3:8])=[CH:6][CH:5]=1)(=[O:3])=[O:2].[CH3:22][C:23]([S@@:26]([NH2:28])=[O:27])([CH3:25])[CH3:24]. The catalyst is C(Cl)Cl.S([O-])([O-])(=O)=O.[Cu+2]. The product is [CH3:22][C:23]([S@@:26](/[N:28]=[CH:20]/[C:18]1[N:19]=[C:14]2[CH:13]=[CH:12][N:11]([S:1]([C:4]3[CH:10]=[CH:9][C:7]([CH3:8])=[CH:6][CH:5]=3)(=[O:3])=[O:2])[C:15]2=[N:16][CH:17]=1)=[O:27])([CH3:25])[CH3:24]. The yield is 0.990.